Dataset: Reaction yield outcomes from USPTO patents with 853,638 reactions. Task: Predict the reaction yield, written as a fraction of the theoretical maximum amount of product (1.0 means a 100% yield; for example, 0.34 means a 34% yield). (1) The reactants are Br[C:2]1[CH:3]=[C:4]([C:20]2[CH:25]=[CH:24][N:23]=[CH:22][CH:21]=2)[S:5][C:6]=1[C:7]1[N:11]=[CH:10][N:9]([CH2:12][O:13][CH2:14][CH2:15][Si:16]([CH3:19])([CH3:18])[CH3:17])[N:8]=1.[Cl-].[Cl:27][C:28]1[CH:35]=[CH:34][C:31]([CH2:32][Zn+])=[CH:30][CH:29]=1.O1CCCC1. The catalyst is CCOC(C)=O.[Cl-].[NH4+].CC(C)([P](C(C)(C)C)([Pd][P](C(C)(C)C)(C(C)(C)C)C(C)(C)C)C(C)(C)C)C. The product is [Cl:27][C:28]1[CH:35]=[CH:34][C:31]([CH2:32][C:2]2[CH:3]=[C:4]([C:20]3[CH:25]=[CH:24][N:23]=[CH:22][CH:21]=3)[S:5][C:6]=2[C:7]2[N:11]=[CH:10][N:9]([CH2:12][O:13][CH2:14][CH2:15][Si:16]([CH3:19])([CH3:18])[CH3:17])[N:8]=2)=[CH:30][CH:29]=1. The yield is 0.760. (2) The reactants are O[CH2:2][C@H:3]1[CH2:7][CH2:6][CH2:5][N:4]1[CH2:8][C:9]1[S:13][CH:12]=[C:11]([C:14]2[CH:15]=[C:16]3[C:20](=[C:21]([C:23]([NH2:25])=[O:24])[CH:22]=2)[NH:19][CH:18]=[C:17]3[CH:26]2[CH2:31][CH2:30][N:29]([S:32]([CH:35]([CH3:37])[CH3:36])(=[O:34])=[O:33])[CH2:28][CH2:27]2)[CH:10]=1.N1CCC[C@@H:39]1CO. No catalyst specified. The product is [CH:5]1([N:4]([CH2:8][C:9]2[S:13][CH:12]=[C:11]([C:14]3[CH:15]=[C:16]4[C:20](=[C:21]([C:23]([NH2:25])=[O:24])[CH:22]=3)[NH:19][CH:18]=[C:17]4[CH:26]3[CH2:27][CH2:28][N:29]([S:32]([CH:35]([CH3:36])[CH3:37])(=[O:34])=[O:33])[CH2:30][CH2:31]3)[CH:10]=2)[CH3:39])[CH2:2][CH2:3][CH2:7][CH2:6]1. The yield is 0.543. (3) The reactants are [CH:1]1([S:4]([C:7]2[CH:12]=[CH:11][C:10]([CH:13]([C:36]3[NH:40][C:39]([C:41]4[CH:46]=[CH:45][CH:44]=[CH:43][N:42]=4)=[CH:38][CH:37]=3)[CH2:14][C@H:15]3[CH2:35][CH2:34][C:17]4(O[C@H](C5C=CC=CC=5)[C@@H](C5C=CC=CC=5)[O:18]4)[CH2:16]3)=[CH:9][CH:8]=2)(=[O:6])=[O:5])[CH2:3][CH2:2]1.Cl. The catalyst is O1CCCC1.C(OCC)(=O)C. The product is [CH:1]1([S:4]([C:7]2[CH:12]=[CH:11][C:10]([CH:13]([C:36]3[NH:40][C:39]([C:41]4[CH:46]=[CH:45][CH:44]=[CH:43][N:42]=4)=[CH:38][CH:37]=3)[CH2:14][C@H:15]3[CH2:35][CH2:34][C:17](=[O:18])[CH2:16]3)=[CH:9][CH:8]=2)(=[O:5])=[O:6])[CH2:3][CH2:2]1. The yield is 0.940.